This data is from Peptide-MHC class I binding affinity with 185,985 pairs from IEDB/IMGT. The task is: Regression. Given a peptide amino acid sequence and an MHC pseudo amino acid sequence, predict their binding affinity value. This is MHC class I binding data. (1) The peptide sequence is SFQQPLQQY. The MHC is HLA-A03:01 with pseudo-sequence HLA-A03:01. The binding affinity (normalized) is 0. (2) The peptide sequence is RRYDKLMSF. The MHC is HLA-A11:01 with pseudo-sequence HLA-A11:01. The binding affinity (normalized) is 0.0847. (3) The MHC is HLA-A02:17 with pseudo-sequence HLA-A02:17. The binding affinity (normalized) is 0.0582. The peptide sequence is AMGLVFICV. (4) The peptide sequence is FADSDNIAM. The MHC is HLA-C04:01 with pseudo-sequence HLA-C04:01. The binding affinity (normalized) is 0.0847. (5) The peptide sequence is SEIDLILGY. The MHC is HLA-B45:01 with pseudo-sequence HLA-B45:01. The binding affinity (normalized) is 0.404. (6) The peptide sequence is EIPQFMIGL. The MHC is HLA-B58:01 with pseudo-sequence HLA-B58:01. The binding affinity (normalized) is 0.0847. (7) The peptide sequence is EENLIDFAS. The MHC is HLA-B58:01 with pseudo-sequence HLA-B58:01. The binding affinity (normalized) is 0.0847.